This data is from Catalyst prediction with 721,799 reactions and 888 catalyst types from USPTO. The task is: Predict which catalyst facilitates the given reaction. (1) Reactant: [Br:1][C:2]1[CH:3]=[CH:4][C:5]([OH:10])=[C:6]([CH:9]=1)[C:7]#[N:8].[CH2:11](Br)[C:12]1[CH:17]=[CH:16][CH:15]=[CH:14][CH:13]=1.C(=O)([O-])[O-].[K+].[K+]. Product: [CH2:11]([O:10][C:5]1[CH:4]=[CH:3][C:2]([Br:1])=[CH:9][C:6]=1[C:7]#[N:8])[C:12]1[CH:17]=[CH:16][CH:15]=[CH:14][CH:13]=1. The catalyst class is: 3. (2) Reactant: [CH3:1][C:2]([O:8][C:9]1[CH:14]=[C:13]([C:15]([F:18])([F:17])[F:16])[CH:12]=[CH:11][N:10]=1)([CH3:7])[C:3]([O:5]C)=[O:4].[OH-].[Na+]. Product: [CH3:7][C:2]([O:8][C:9]1[CH:14]=[C:13]([C:15]([F:17])([F:18])[F:16])[CH:12]=[CH:11][N:10]=1)([CH3:1])[C:3]([OH:5])=[O:4]. The catalyst class is: 364. (3) Reactant: O1CCOCC1.[Cl:7][C:8]1[N:9]=[N:10][CH:11]=[C:12](Cl)[N:13]=1.Cl.[CH3:16][CH:17]1[NH:22][CH2:21][CH2:20][N:19]2[C:23]([C:26]([F:29])([F:28])[F:27])=[N:24][CH:25]=[C:18]12.C(N(C(C)C)CC)(C)C. Product: [Cl:7][C:8]1[N:9]=[N:10][CH:11]=[C:12]([N:22]2[CH2:21][CH2:20][N:19]3[C:23]([C:26]([F:29])([F:27])[F:28])=[N:24][CH:25]=[C:18]3[CH:17]2[CH3:16])[N:13]=1. The catalyst class is: 2. (4) Reactant: [NH2:1][C:2]1[CH:3]=[C:4]([CH:7]=[CH:8][C:9]=1[NH2:10])[C:5]#[N:6].[CH2:11]([O:18][C:19]([NH:21][CH2:22][CH2:23][CH2:24][CH2:25][CH2:26][C:27](O)=[O:28])=[O:20])[C:12]1[CH:17]=[CH:16][CH:15]=[CH:14][CH:13]=1.CCN=C=NCCCN(C)C.Cl.C1C=CC2N(O)N=NC=2C=1. Product: [CH2:11]([O:18][C:19](=[O:20])[NH:21][CH2:22][CH2:23][CH2:24][CH2:25][CH2:26][C:27](=[O:28])[NH:1][C:2]1[CH:3]=[C:4]([C:5]#[N:6])[CH:7]=[CH:8][C:9]=1[NH2:10])[C:12]1[CH:17]=[CH:16][CH:15]=[CH:14][CH:13]=1. The catalyst class is: 3.